From a dataset of Forward reaction prediction with 1.9M reactions from USPTO patents (1976-2016). Predict the product of the given reaction. Given the reactants C([O:3][C:4]([C:6]1[S:7][C:8]([CH3:16])=[C:9]([CH2:12][C:13]([CH3:15])=[CH2:14])[C:10]=1[CH3:11])=[O:5])C.[Li+].[OH-], predict the reaction product. The product is: [CH3:11][C:10]1[C:9]([CH2:12][C:13]([CH3:15])=[CH2:14])=[C:8]([CH3:16])[S:7][C:6]=1[C:4]([OH:5])=[O:3].